Predict which catalyst facilitates the given reaction. From a dataset of Catalyst prediction with 721,799 reactions and 888 catalyst types from USPTO. (1) Reactant: [Cl:1][C:2]1[N:10]=[CH:9][C:8]([Cl:11])=[CH:7][C:3]=1[C:4]([OH:6])=[O:5].[CH2:12](O)[CH3:13].S(=O)(=O)(O)O.C(=O)(O)[O-].[Na+]. Product: [Cl:1][C:2]1[N:10]=[CH:9][C:8]([Cl:11])=[CH:7][C:3]=1[C:4]([O:6][CH2:12][CH3:13])=[O:5]. The catalyst class is: 11. (2) Reactant: [CH3:1][O:2][C:3]1[C:4]([O:36][CH3:37])=[CH:5][C:6]2[N:12]([C:13]([C:15]3[CH:20]=[CH:19][C:18]([C:21]4[CH:26]=[CH:25][CH:24]=[CH:23][C:22]=4[C:27]([F:30])([F:29])[F:28])=[C:17]([CH3:31])[CH:16]=3)=[O:14])[CH2:11][C:10]3=[CH:32][CH:33]=[CH:34][N:9]3[CH2:8][C:7]=2[CH:35]=1.[O:38]=[C:39](Cl)OC(Cl)(Cl)Cl.C(N(CC)CC)C.[NH:53]1[CH2:58][CH2:57][C:56](=[O:59])[CH2:55][CH2:54]1. Product: [CH3:1][O:2][C:3]1[C:4]([O:36][CH3:37])=[CH:5][C:6]2[N:12]([C:13]([C:15]3[CH:20]=[CH:19][C:18]([C:21]4[CH:26]=[CH:25][CH:24]=[CH:23][C:22]=4[C:27]([F:30])([F:29])[F:28])=[C:17]([CH3:31])[CH:16]=3)=[O:14])[CH2:11][C:10]3=[CH:32][CH:33]=[C:34]([C:39]([N:53]4[CH2:58][CH2:57][C:56](=[O:59])[CH2:55][CH2:54]4)=[O:38])[N:9]3[CH2:8][C:7]=2[CH:35]=1. The catalyst class is: 4. (3) Reactant: [CH2:1]([N:8]1[C:12]([C:13]([O:15]CC)=[O:14])=[C:11]([C:18]2[CH:23]=[CH:22][CH:21]=[CH:20][CH:19]=2)[C:10]([C:24]2[CH:29]=[CH:28][CH:27]=[CH:26][CH:25]=2)=[N:9]1)[C:2]1[CH:7]=[CH:6][CH:5]=[CH:4][CH:3]=1.[OH-].[Na+].Cl. The catalyst class is: 8. Product: [CH2:1]([N:8]1[C:12]([C:13]([OH:15])=[O:14])=[C:11]([C:18]2[CH:19]=[CH:20][CH:21]=[CH:22][CH:23]=2)[C:10]([C:24]2[CH:29]=[CH:28][CH:27]=[CH:26][CH:25]=2)=[N:9]1)[C:2]1[CH:3]=[CH:4][CH:5]=[CH:6][CH:7]=1. (4) Reactant: [CH:1]1([NH:4][CH2:5][CH2:6][CH2:7][O:8][C:9]2[CH:10]=[N:11][CH:12]=[CH:13][CH:14]=2)[CH2:3][CH2:2]1.[O:15]=[C:16]([OH:28])[C@@H:17]([C@H:19]([C@H:21]([C@@H:23]([C:25]([OH:27])=[O:26])[OH:24])[OH:22])[OH:20])[OH:18].O. Product: [O:15]=[C:16]([OH:28])[C@@H:17]([C@H:19]([C@H:21]([C@@H:23]([C:25]([OH:27])=[O:26])[OH:24])[OH:22])[OH:20])[OH:18].[CH:1]1([NH:4][CH2:5][CH2:6][CH2:7][O:8][C:9]2[CH:10]=[N:11][CH:12]=[CH:13][CH:14]=2)[CH2:2][CH2:3]1.[CH:1]1([NH:4][CH2:5][CH2:6][CH2:7][O:8][C:9]2[CH:10]=[N:11][CH:12]=[CH:13][CH:14]=2)[CH2:2][CH2:3]1. The catalyst class is: 8. (5) Product: [CH3:1][O:2][C:3](=[O:26])[CH2:4][C:5]1[C:14]([CH3:15])=[C:13]([C:28]2[CH:29]=[CH:30][C:31]([S:34](=[O:35])(=[O:36])[NH:37][CH2:38][CH2:39][OH:40])=[CH:32][CH:33]=2)[C:12]2[C:7](=[CH:8][CH:9]=[C:10]([F:25])[CH:11]=2)[CH:6]=1. The catalyst class is: 564. Reactant: [CH3:1][O:2][C:3](=[O:26])[CH2:4][C:5]1[C:14]([CH3:15])=[C:13](B2OC(C)(C)C(C)(C)O2)[C:12]2[C:7](=[CH:8][CH:9]=[C:10]([F:25])[CH:11]=2)[CH:6]=1.Br[C:28]1[CH:33]=[CH:32][C:31]([S:34]([NH:37][CH2:38][CH2:39][OH:40])(=[O:36])=[O:35])=[CH:30][CH:29]=1.C(=O)([O-])[O-].[Na+].[Na+].O. (6) Reactant: [CH3:1][N:2]1[C:6]2=[N:7][CH:8]=[C:9]([N+:12]([O-])=O)[C:10]([CH3:11])=[C:5]2[C:4]([C:15]2[CH2:16][C:17]([CH3:29])([CH3:28])[N:18]([C:21]([O:23][C:24]([CH3:27])([CH3:26])[CH3:25])=[O:22])[CH2:19][CH:20]=2)=[CH:3]1.C(Cl)Cl.[H][H]. Product: [NH2:12][C:9]1[C:10]([CH3:11])=[C:5]2[C:4]([CH:15]3[CH2:20][CH2:19][N:18]([C:21]([O:23][C:24]([CH3:25])([CH3:26])[CH3:27])=[O:22])[C:17]([CH3:29])([CH3:28])[CH2:16]3)=[CH:3][N:2]([CH3:1])[C:6]2=[N:7][CH:8]=1. The catalyst class is: 563. (7) The catalyst class is: 7. Product: [F:19][C:20]1[CH:60]=[CH:59][C:23]([CH2:24][C:25]2[S:29][C:28]([C:30]3[C:35]([Br:36])=[CH:34][N:33]=[C:32]([NH:37][CH2:38][CH2:39][N:40]4[C:44]([CH3:46])([CH3:45])[C:43](=[O:47])[NH:42][C:41]4=[O:48])[N:31]=3)=[CH:27][C:26]=2[CH2:49][CH2:50][OH:51])=[CH:22][CH:21]=1. Reactant: [F-].C([N+](CCCC)(CCCC)CCCC)CCC.[F:19][C:20]1[CH:60]=[CH:59][C:23]([CH2:24][C:25]2[S:29][C:28]([C:30]3[C:35]([Br:36])=[CH:34][N:33]=[C:32]([NH:37][CH2:38][CH2:39][N:40]4[C:44]([CH3:46])([CH3:45])[C:43](=[O:47])[NH:42][C:41]4=[O:48])[N:31]=3)=[CH:27][C:26]=2[CH2:49][CH2:50][O:51][Si](C(C)(C)C)(C)C)=[CH:22][CH:21]=1.O. (8) Reactant: [C:1]([C:3]1[S:4][C:5]2[C:11]([C:12]#[N:13])=[C:10](/[N:14]=[CH:15]/[N:16](C)C)[CH:9]=[CH:8][C:6]=2[N:7]=1)#[N:2].[Br:19][C:20]1[CH:26]=[C:25]([F:27])[CH:24]=[CH:23][C:21]=1N.[K+].[Br-]. Product: [Br:19][C:20]1[CH:26]=[C:25]([F:27])[CH:24]=[CH:23][C:21]=1[NH:13][C:12]1[C:11]2[C:10](=[CH:9][CH:8]=[C:6]3[N:7]=[C:3]([C:1]#[N:2])[S:4][C:5]3=2)[N:14]=[CH:15][N:16]=1. The catalyst class is: 91. (9) Reactant: [CH3:1][N:2]([CH3:26])[CH2:3][C:4]1([C:10]2[CH:15]=[CH:14][C:13]([O:16][CH2:17][CH2:18][CH2:19][N:20]3[CH2:25][CH2:24][S:23][CH2:22][CH2:21]3)=[CH:12][CH:11]=2)[CH2:9][CH2:8][O:7][CH2:6][CH2:5]1.C(O)(C(F)(F)F)=[O:28].FC(F)(F)C(OO)=O.OO.[OH-].[Na+]. Product: [CH3:26][N:2]([CH3:1])[CH2:3][C:4]1([C:10]2[CH:11]=[CH:12][C:13]([O:16][CH2:17][CH2:18][CH2:19][N:20]3[CH2:21][CH2:22][S:23](=[O:28])[CH2:24][CH2:25]3)=[CH:14][CH:15]=2)[CH2:5][CH2:6][O:7][CH2:8][CH2:9]1. The catalyst class is: 2. (10) Product: [F:46][C:35]1[CH:34]=[C:33]([C:20]2[CH:21]=[N:22][C:15]([N:12]3[CH2:11][CH2:10][N:9]([C:6]4[N:5]=[C:4]([CH:1]([CH3:2])[CH3:3])[O:8][N:7]=4)[CH2:14][CH2:13]3)=[C:16]([CH:19]=2)[C:17]#[N:18])[CH:38]=[CH:37][C:36]=1[N:39]1[C:43](=[O:44])[N:42]([CH3:45])[N:41]=[CH:40]1. Reactant: [CH:1]([C:4]1[O:8][N:7]=[C:6]([N:9]2[CH2:14][CH2:13][N:12]([C:15]3[N:22]=[CH:21][C:20](B4OC(C)(C)C(C)(C)O4)=[CH:19][C:16]=3[C:17]#[N:18])[CH2:11][CH2:10]2)[N:5]=1)([CH3:3])[CH3:2].Br[C:33]1[CH:38]=[CH:37][C:36]([N:39]2[C:43](=[O:44])[N:42]([CH3:45])[N:41]=[CH:40]2)=[C:35]([F:46])[CH:34]=1.C(=O)([O-])[O-].[Na+].[Na+]. The catalyst class is: 427.